The task is: Predict the reaction yield, written as a fraction of the theoretical maximum amount of product (1.0 means a 100% yield; for example, 0.34 means a 34% yield).. This data is from Reaction yield outcomes from USPTO patents with 853,638 reactions. (1) The reactants are [F:1][C:2]1[C:7]([CH3:8])=[CH:6][C:5](B(O)O)=[CH:4][N:3]=1.Br[C:13]1[CH:14]=[C:15]([NH:26][S:27]([CH3:30])(=[O:29])=[O:28])[CH:16]=[CH:17][C:18]=1[O:19][C:20]1[CH:25]=[CH:24][CH:23]=[CH:22][CH:21]=1.C(=O)([O-])[O-].[Na+].[Na+]. The catalyst is C1(C)C=CC=CC=1.C(O)C.O. The product is [F:1][C:2]1[N:3]=[CH:4][C:5]([C:13]2[CH:14]=[C:15]([NH:26][S:27]([CH3:30])(=[O:28])=[O:29])[CH:16]=[CH:17][C:18]=2[O:19][C:20]2[CH:25]=[CH:24][CH:23]=[CH:22][CH:21]=2)=[CH:6][C:7]=1[CH3:8]. The yield is 0.820. (2) The reactants are [N:1]1([C:7]2[C:8]3[N:16]=[C:15]([C:17]4[CH:22]=[CH:21][C:20]([CH3:23])=[CH:19][CH:18]=4)[S:14][C:9]=3[N:10]=[C:11]([NH2:13])[N:12]=2)[CH2:6][CH2:5][NH:4][CH2:3][CH2:2]1.[Cl:24][C:25]1[CH:35]=[CH:34][C:28]([O:29][CH2:30][C:31](O)=[O:32])=[CH:27][CH:26]=1. No catalyst specified. The product is [NH2:13][C:11]1[N:12]=[C:7]([N:1]2[CH2:2][CH2:3][N:4]([C:31](=[O:32])[CH2:30][O:29][C:28]3[CH:34]=[CH:35][C:25]([Cl:24])=[CH:26][CH:27]=3)[CH2:5][CH2:6]2)[C:8]2[N:16]=[C:15]([C:17]3[CH:22]=[CH:21][C:20]([CH3:23])=[CH:19][CH:18]=3)[S:14][C:9]=2[N:10]=1. The yield is 0.320.